From a dataset of Catalyst prediction with 721,799 reactions and 888 catalyst types from USPTO. Predict which catalyst facilitates the given reaction. (1) Reactant: [CH3:1][S:2]([C:5]1[CH:10]=[CH:9][C:8]([C:11]2[C:12]3[N:13]([N:17]=[C:18]([NH:20][C:21]4[CH:26]=[CH:25][C:24]([OH:27])=[CH:23][CH:22]=4)[N:19]=3)[CH:14]=[CH:15][CH:16]=2)=[CH:7][CH:6]=1)(=[O:4])=[O:3].C(N(CC)CC)C.[F:35][C:36]([F:51])([S:47](F)(=[O:49])=[O:48])[C:37]([F:46])([F:45])[C:38]([F:44])([F:43])[C:39]([F:42])([F:41])[F:40]. Product: [CH3:1][S:2]([C:5]1[CH:10]=[CH:9][C:8]([C:11]2[C:12]3[N:13]([N:17]=[C:18]([NH:20][C:21]4[CH:22]=[CH:23][C:24]([O:27][S:47]([C:36]([F:35])([F:51])[C:37]([F:45])([F:46])[C:38]([F:43])([F:44])[C:39]([F:42])([F:41])[F:40])(=[O:49])=[O:48])=[CH:25][CH:26]=4)[N:19]=3)[CH:14]=[CH:15][CH:16]=2)=[CH:7][CH:6]=1)(=[O:4])=[O:3]. The catalyst class is: 10. (2) Reactant: [OH-].[K+].Cl.Cl[CH2:5][CH2:6][N:7]1[CH2:12][CH2:11][O:10][CH2:9][CH2:8]1.[CH3:13][C:14]1[NH:18][C:17]2[S:19][CH:20]=[CH:21][C:16]=2[CH:15]=1. Product: [CH3:13][C:14]1[N:18]([CH2:5][CH2:6][N:7]2[CH2:12][CH2:11][O:10][CH2:9][CH2:8]2)[C:17]2[S:19][CH:20]=[CH:21][C:16]=2[CH:15]=1. The catalyst class is: 374. (3) Reactant: [CH3:1][C:2]1[C:3]([N+:10]([O-:12])=[O:11])=[C:4]([CH:7]=[CH:8][CH:9]=1)[CH:5]=O.[C:13](Br)(Br)([Br:15])[Br:14].C1C=CC(P(C2C=CC=CC=2)C2C=CC=CC=2)=CC=1.CCCCCC. Product: [Br:14][C:13]([Br:15])=[CH:5][C:4]1[CH:7]=[CH:8][CH:9]=[C:2]([CH3:1])[C:3]=1[N+:10]([O-:12])=[O:11]. The catalyst class is: 2. (4) Reactant: [Cl:1][C:2]1[C:3]([N+:12]([O-:14])=[O:13])=[C:4]([CH3:11])[C:5]([N+:8]([O-])=O)=[CH:6][CH:7]=1.C1CCCCC=1. Product: [Cl:1][C:2]1[CH:7]=[CH:6][C:5]([NH2:8])=[C:4]([CH3:11])[C:3]=1[N+:12]([O-:14])=[O:13]. The catalyst class is: 63. (5) Reactant: C(OC([N:8](C(OC(C)(C)C)=O)[C:9]1[N:10]=[CH:11][C:12]([C:20]([O:22][CH3:23])=[O:21])=[N:13][C:14]=1[O:15][CH2:16][CH:17]1[CH2:19][CH2:18]1)=O)(C)(C)C.O. Product: [CH3:23][O:22][C:20]([C:12]1[CH:11]=[N:10][C:9]([NH2:8])=[C:14]([O:15][CH2:16][CH:17]2[CH2:19][CH2:18]2)[N:13]=1)=[O:21]. The catalyst class is: 5.